From a dataset of Full USPTO retrosynthesis dataset with 1.9M reactions from patents (1976-2016). Predict the reactants needed to synthesize the given product. (1) Given the product [CH3:7][C:8]1[CH2:9][C:10]2[C:15]([CH:16]=1)=[C:14]([N:19]([C:20]1[CH:25]=[CH:24][CH:23]=[CH:22][CH:21]=1)[CH3:18])[CH:13]=[CH:12][CH:11]=2, predict the reactants needed to synthesize it. The reactants are: CC([O-])(C)C.[Na+].[CH3:7][C:8]1[CH2:9][C:10]2[C:15]([CH:16]=1)=[C:14](Cl)[CH:13]=[CH:12][CH:11]=2.[CH3:18][NH:19][C:20]1[CH:25]=[CH:24][CH:23]=[CH:22][CH:21]=1. (2) Given the product [C:31]([O:35][CH:26]([O:27][C:28]([NH:11][CH2:10][C@H:2]1[CH2:3][CH2:4][C@H:5]([C:7]([OH:9])=[O:8])[CH2:6][CH2:1]1)=[O:29])[CH3:25])(=[O:34])[CH2:32][CH3:33], predict the reactants needed to synthesize it. The reactants are: [CH2:1]1[CH2:6][C@H:5]([C:7]([OH:9])=[O:8])[CH2:4][CH2:3][C@H:2]1[CH2:10][NH2:11].Cl[Si](C)(C)C.CN1CCOCC1.Cl[CH2:25][CH2:26][O:27][C:28](Cl)=[O:29].[C:31]([OH:35])(=[O:34])[CH2:32][CH3:33].